This data is from Forward reaction prediction with 1.9M reactions from USPTO patents (1976-2016). The task is: Predict the product of the given reaction. Given the reactants [F:1][C:2]([F:17])([F:16])[C:3]1[C:11]2[CH:10]=[C:9]([C:12]([O:14]C)=[O:13])[S:8][C:7]=2[CH:6]=[CH:5][CH:4]=1.O.[OH-].[Li+].O, predict the reaction product. The product is: [F:16][C:2]([F:1])([F:17])[C:3]1[C:11]2[CH:10]=[C:9]([C:12]([OH:14])=[O:13])[S:8][C:7]=2[CH:6]=[CH:5][CH:4]=1.